Dataset: Forward reaction prediction with 1.9M reactions from USPTO patents (1976-2016). Task: Predict the product of the given reaction. (1) Given the reactants Br[C:2]1[CH:3]=[CH:4][C:5]([O:24][CH3:25])=[C:6]([S:8]([N:11]2[CH2:16][CH2:15][N:14]([C:17]([O:19][C:20]([CH3:23])([CH3:22])[CH3:21])=[O:18])[CH2:13][CH2:12]2)(=[O:10])=[O:9])[CH:7]=1.[B:26]1([B:26]2[O:30][C:29]([CH3:32])([CH3:31])[C:28]([CH3:34])([CH3:33])[O:27]2)[O:30][C:29]([CH3:32])([CH3:31])[C:28]([CH3:34])([CH3:33])[O:27]1.C([O-])(=O)C.[K+], predict the reaction product. The product is: [CH3:25][O:24][C:5]1[CH:4]=[CH:3][C:2]([B:26]2[O:30][C:29]([CH3:32])([CH3:31])[C:28]([CH3:34])([CH3:33])[O:27]2)=[CH:7][C:6]=1[S:8]([N:11]1[CH2:16][CH2:15][N:14]([C:17]([O:19][C:20]([CH3:23])([CH3:22])[CH3:21])=[O:18])[CH2:13][CH2:12]1)(=[O:10])=[O:9]. (2) The product is: [NH2:40][C:38](=[O:39])[CH2:37][NH:36][C:16]([C@@H:9]1[CH2:10][C:11](=[N:13][O:14][CH3:15])[CH2:12][N:8]1[C:6]([C:29]1[CH:30]=[CH:31][C:26]([C:21]2[CH:22]=[CH:23][CH:24]=[CH:25][C:20]=2[CH3:19])=[CH:27][C:28]=1[CH3:35])=[O:7])=[O:18]. Given the reactants C(O[C:6]([N:8]1[CH2:12][C:11](=[N:13][O:14][CH3:15])[CH2:10][C@H:9]1[C:16]([OH:18])=O)=[O:7])(C)(C)C.[CH3:19][C:20]1[CH:25]=[CH:24][CH:23]=[CH:22][C:21]=1[C:26]1[CH:31]=[CH:30][C:29](C(O)=O)=[C:28]([CH3:35])[CH:27]=1.[NH2:36][CH2:37][C:38]([NH2:40])=[O:39], predict the reaction product. (3) Given the reactants C(OC(=O)[N:7]([CH2:27][C:28]1[S:29][C:30]([C:33]([CH3:36])([CH3:35])[CH3:34])=[N:31][N:32]=1)[C:8]1[CH:13]=[C:12]([O:14][CH2:15][C@H:16]2[CH2:18][C@@H:17]2[C:19]2[CH:24]=[CH:23][C:22]([CH3:25])=[CH:21][N:20]=2)[N:11]=[C:10]([CH3:26])[N:9]=1)(C)(C)C.Cl, predict the reaction product. The product is: [C:33]([C:30]1[S:29][C:28]([CH2:27][NH:7][C:8]2[CH:13]=[C:12]([O:14][CH2:15][C@@H:16]3[CH2:18][C@H:17]3[C:19]3[CH:24]=[CH:23][C:22]([CH3:25])=[CH:21][N:20]=3)[N:11]=[C:10]([CH3:26])[N:9]=2)=[N:32][N:31]=1)([CH3:36])([CH3:35])[CH3:34]. (4) Given the reactants [Br:1][C:2]1[N:7]=[C:6]([N:8]2[CH2:14][CH2:13][CH2:12][CH:11]([NH:15][CH2:16][CH2:17]CCO)[CH2:10][CH2:9]2)[CH:5]=[CH:4][CH:3]=1.C(CN)[OH:22], predict the reaction product. The product is: [Br:1][C:2]1[N:7]=[C:6]([N:8]2[CH2:14][CH2:13][CH2:12][CH:11]([NH:15][CH2:16][CH2:17][OH:22])[CH2:10][CH2:9]2)[CH:5]=[CH:4][CH:3]=1. (5) Given the reactants [CH3:1][C:2]1([CH3:14])[CH2:8][C:7](=O)[NH:6][C:5]2[CH:10]=[CH:11][CH:12]=[CH:13][C:4]=2[NH:3]1.COC1C=CC(P2(SP(C3C=CC(OC)=CC=3)(=S)S2)=[S:24])=CC=1, predict the reaction product. The product is: [CH3:1][C:2]1([CH3:14])[CH2:8][C:7](=[S:24])[NH:6][C:5]2[CH:10]=[CH:11][CH:12]=[CH:13][C:4]=2[NH:3]1. (6) Given the reactants [CH3:1][C:2]([C:4]1[CH:9]=[C:8](Br)[CH:7]=[CH:6][C:5]=1[OH:11])=[O:3].[Cu](C#N)[C:13]#[N:14].CCOCC, predict the reaction product. The product is: [C:2]([C:4]1[CH:9]=[C:8]([CH:7]=[CH:6][C:5]=1[OH:11])[C:13]#[N:14])(=[O:3])[CH3:1]. (7) Given the reactants [O:1]1[CH:5]=[CH:4][CH:3]=[C:2]1[C:6]([CH:8]1OC2C(Cl)=C(Cl)C(Cl)=C(Cl)C=2O1)=O.[C:21]1([NH:27][NH2:28])[CH:26]=[CH:25][CH:24]=[CH:23][CH:22]=1, predict the reaction product. The product is: [O:1]1[CH:5]=[CH:4][CH:3]=[C:2]1/[C:6](=[N:28]/[NH:27][C:21]1[CH:26]=[CH:25][CH:24]=[CH:23][CH:22]=1)/[CH:8]=[N:28][NH:27][C:21]1[CH:26]=[CH:25][CH:24]=[CH:23][CH:22]=1.